From a dataset of Forward reaction prediction with 1.9M reactions from USPTO patents (1976-2016). Predict the product of the given reaction. (1) Given the reactants [Cl:1][C:2]1[N:9]=[C:8]([NH:10][C:11]2[CH:15]=[C:14]([CH3:16])[NH:13][N:12]=2)[CH:7]=[C:6]([C:17]2[CH:18]=[N:19][CH:20]=[CH:21][CH:22]=2)[C:3]=1[C:4]#[N:5].[ClH:23].[F:24][C:25]1[CH:26]=[C:27]([CH:32]=[CH:33][CH:34]=1)[O:28][CH2:29][CH2:30][NH2:31].C(=O)([O-])O.[Na+].CS(C)=O, predict the reaction product. The product is: [ClH:1].[ClH:23].[F:24][C:25]1[CH:26]=[C:27]([CH:32]=[CH:33][CH:34]=1)[O:28][CH2:29][CH2:30][NH:31][C:2]1[N:9]=[C:8]([NH:10][C:11]2[CH:15]=[C:14]([CH3:16])[NH:13][N:12]=2)[CH:7]=[C:6]([C:17]2[CH:18]=[N:19][CH:20]=[CH:21][CH:22]=2)[C:3]=1[C:4]#[N:5]. (2) Given the reactants [CH:1]1([CH2:4][N:5]([CH2:18][CH2:19][OH:20])[C:6]2[CH:13]=[CH:12][C:9]([C:10]#[N:11])=[C:8]([C:14]([F:17])([F:16])[F:15])[CH:7]=2)[CH2:3][CH2:2]1.O[C:22]1[CH:29]=[CH:28][C:25]([CH:26]=[O:27])=[CH:24][CH:23]=1, predict the reaction product. The product is: [CH:1]1([CH2:4][N:5]([CH2:18][CH2:19][O:20][C:22]2[CH:29]=[CH:28][C:25]([CH:26]=[O:27])=[CH:24][CH:23]=2)[C:6]2[CH:13]=[CH:12][C:9]([C:10]#[N:11])=[C:8]([C:14]([F:16])([F:17])[F:15])[CH:7]=2)[CH2:2][CH2:3]1. (3) Given the reactants [CH3:1][O:2][C:3]1[CH:8]=[C:7]([CH:9]=[C:10]([N+:12]([O-])=O)[CH3:11])[CH:6]=[CH:5][C:4]=1[CH3:15], predict the reaction product. The product is: [CH3:1][O:2][C:3]1[CH:8]=[C:7]([CH2:9][CH:10]([NH2:12])[CH3:11])[CH:6]=[CH:5][C:4]=1[CH3:15]. (4) Given the reactants Br[C:2]1[CH:3]=[C:4]([C:9]([O:11][C:12]([CH3:15])([CH3:14])[CH3:13])=[O:10])[CH:5]=[N:6][C:7]=1Cl.[CH:16]([B-](F)(F)F)=[CH2:17].[K+].[CH:23]1C=C(S([O-])(=O)=O)C=C(P(C2C=CC=C(S([O-])(=O)=O)C=2)C2C=CC=C(S([O-])(=O)=O)C=2)[CH:24]=1.[Na+].[Na+].[Na+].C(NC(C)C)(C)C.C(=O)(O)[O-].[Na+], predict the reaction product. The product is: [CH:23]([C:2]1[CH:3]=[C:4]([C:9]([O:11][C:12]([CH3:15])([CH3:14])[CH3:13])=[O:10])[CH:5]=[N:6][C:7]=1[CH:16]=[CH2:17])=[CH2:24]. (5) Given the reactants [NH2:1][C:2]([C:5]1[CH:10]=[CH:9][CH:8]=[CH:7][CH:6]=1)([NH2:4])[CH3:3].[ClH:11].C(OCC)C, predict the reaction product. The product is: [ClH:11].[ClH:11].[NH2:1][C:2]([C:5]1[CH:10]=[CH:9][CH:8]=[CH:7][CH:6]=1)([NH2:4])[CH3:3]. (6) Given the reactants Cl[C:2]1[N:3]=[CH:4][C:5]2[CH:10]=[CH:9][N:8]([CH2:11][CH2:12][CH2:13][NH:14][C:15]([CH:17]3[CH2:20][CH2:19][CH2:18]3)=[O:16])[C:6]=2[N:7]=1.[O:21]1[C:25]([C:26]2[CH:31]=[CH:30][C:29]([NH2:32])=[CH:28][CH:27]=2)=[CH:24][N:23]=[CH:22]1.CC1(C)C2C(=C(P(C3C=CC=CC=3)C3C=CC=CC=3)C=CC=2)OC2C(P(C3C=CC=CC=3)C3C=CC=CC=3)=CC=CC1=2.CC(C)([O-])C.[Na+], predict the reaction product. The product is: [O:21]1[C:25]([C:26]2[CH:27]=[CH:28][C:29]([NH:32][C:2]3[N:3]=[CH:4][C:5]4[CH:10]=[CH:9][N:8]([CH2:11][CH2:12][CH2:13][NH:14][C:15]([CH:17]5[CH2:20][CH2:19][CH2:18]5)=[O:16])[C:6]=4[N:7]=3)=[CH:30][CH:31]=2)=[CH:24][N:23]=[CH:22]1. (7) Given the reactants C(OC([N:8]([CH3:36])[C@H:9]([C:11]([NH:13][C@@H:14]([CH:30]1[CH2:35][CH2:34][CH2:33][CH2:32][CH2:31]1)[C:15]([N:17]1[C@H:22]([C:23]([O:25]C)=O)[CH2:21][N:20]2[CH2:27][CH2:28][CH2:29][C@@H:19]2[CH2:18]1)=[O:16])=[O:12])[CH3:10])=O)(C)(C)C.O.[OH-].[Li+].[CH3:40][C:41]1[CH:46]=[CH:45][CH:44]=[CH:43][C:42]=1[CH2:47][NH2:48].[Cl-:49].COC1N=C(OC)N=C([N+]2(C)CCOCC2)N=1.C(OCC)(=O)C.Cl.C(=O)([O-])O.[Na+], predict the reaction product. The product is: [ClH:49].[ClH:49].[CH:30]1([C@H:14]([NH:13][C:11](=[O:12])[C@H:9]([CH3:10])[NH:8][CH3:36])[C:15]([N:17]2[C@H:22]([C:23]([NH:48][CH2:47][C:42]3[CH:43]=[CH:44][CH:45]=[CH:46][C:41]=3[CH3:40])=[O:25])[CH2:21][N:20]3[CH2:27][CH2:28][CH2:29][C@@H:19]3[CH2:18]2)=[O:16])[CH2:31][CH2:32][CH2:33][CH2:34][CH2:35]1. (8) Given the reactants [CH:1]1([CH2:4][O:5][C:6]2[CH:11]=[CH:10][C:9]([C:12]3[N:17]=[CH:16][N:15]=[C:14]([NH:18][C@H:19]([C:27]([O:29]C)=[O:28])[CH2:20][C:21]4[CH:26]=[CH:25][CH:24]=[CH:23][CH:22]=4)[CH:13]=3)=[CH:8][CH:7]=2)[CH2:3][CH2:2]1.[OH-].[Na+], predict the reaction product. The product is: [CH:1]1([CH2:4][O:5][C:6]2[CH:11]=[CH:10][C:9]([C:12]3[N:17]=[CH:16][N:15]=[C:14]([NH:18][C@H:19]([C:27]([OH:29])=[O:28])[CH2:20][C:21]4[CH:26]=[CH:25][CH:24]=[CH:23][CH:22]=4)[CH:13]=3)=[CH:8][CH:7]=2)[CH2:3][CH2:2]1.